Dataset: Drug-target binding data from BindingDB using IC50 measurements. Task: Regression. Given a target protein amino acid sequence and a drug SMILES string, predict the binding affinity score between them. We predict pIC50 (pIC50 = -log10(IC50 in M); higher means more potent). Dataset: bindingdb_ic50. (1) The small molecule is CSCC[C@H](NC(=O)[C@@H]1CCCN1C(=O)CNC(=O)[C@H](CCCCN)NC(=O)[C@H](Cc1cnc[nH]1)NC(=O)[C@H](CO)NC(=O)[C@H](CC(C)C)NC(=O)[C@H](CCCNC(=N)N)NC(=O)[C@@H]1CCCN1C(=O)[C@H](CCCNC(=N)N)NC(=O)[C@H](CCC(N)=O)NC(=O)[C@H](CCCNC(=N)N)NC(=O)[C@H](CCCNC(=N)N)NC(=O)[C@H](Cc1ccccc1)NC(=O)[C@@H](N)CCCCN)C(=O)N1CCC[C@H]1C(=O)N[C@@H](Cc1ccccc1)C(=O)O. The target protein (Q9R0R3) has sequence MNLSFCVQALLLLWLSLTAVCGVPLMLPPDGKGLEEGNMRYLVKPRTSRTGPGAWQGGRRKFRRQRPRLSHKGPMPF. The pIC50 is 9.0. (2) The small molecule is Cc1cc(=O)n2nc(COc3cccc(Cl)c3)sc2n1. The target protein (P22985) has sequence MTADELVFFVNGKKVVEKNADPETTLLVYLRRKLGLCGTKLGCGEGGCGACTVMISKYDRLQNKIVHFSVNACLAPICSLHHVAVTTVEGIGNTQKLHPVQERIARSHGSQCGFCTPGIVMSMYTLLRNQPEPTVEEIENAFQGNLCRCTGYRPILQGFRTFAKDGGCCGGSGNNPNCCMNQTKDQTVSLSPSLFNPEDFKPLDPTQEPIFPPELLRLKDTPQKKLRFEGERVTWIQASTMEELLDLKAQHPDAKLVVGNTEIGIEMKFKNMLFPLIVCPAWIPELNSVVHGPEGISFGASCPLSLVESVLAEEIAKLPEQKTEVFRGVMEQLRWFAGKQVKSVASIGGNIITASPISDLNPVFMASGAKLTLVSRGTRRTVRMDHTFFPGYRKTLLRPEEILLSIEIPYSKEGEFFSAFKQASRREDDIAKVTSGMRVLFKPGTIEVQELSLCFGGMADRTISALKTTPKQLSKSWNEELLQSVCAGLAEELQLAPDAP.... The pIC50 is 5.2. (3) The compound is O=c1oc2c(O)c(O)cc3c(=O)oc4c(O)c(O)cc1c4c23. The target protein (P32577) has sequence MSAIQASWPSGTECIAKYNFHGTAEQDLPFCKGDVLTIVAVTKDPNWYKAKNKVGREGIIPANYVQKREGVKAGTKLSLMPWFHGKITREQAERLLYPPETGLFLVRESTNYPGDYTLCVSCEGKVEHYRIMYHASKLSIDEEVYFENLMQLVEHYTTDADGLCTRLIKPKVMEGTVAAQDEFYRSGWALNMKELKLLQTIGKGEFGDVMLGDYRGNKVAVKCIKNDATAQAFLAEASVMTQLRHSNLVQLLGVIVEEKGGLYIVTEYMAKGSLVDYLRSRGRSVLGGDCLLKFSLDVCEAMEYLEGNNFVHRDLAARNVLVSEDNVAKVSDFGLTKEASSTQDTGKLPVKWTAPEALREKKFSTKSDVWSFGILLWEIYSFGRVPYPRIPLKDVVPRVEKGYKMDAPDGCPPAVYDVMKNCWHLDAATRPTFLQLREQLEHIRTHELHL. The pIC50 is 4.4.